Dataset: Full USPTO retrosynthesis dataset with 1.9M reactions from patents (1976-2016). Task: Predict the reactants needed to synthesize the given product. Given the product [CH2:1]([O:8][C:9](=[O:33])[CH:10]([NH:25][C:26]([O:28][C:29]([CH3:30])([CH3:32])[CH3:31])=[O:27])[CH2:11][CH2:12][C:13](=[O:24])[NH:14][C:15]1[CH:20]=[C:19]([Cl:21])[C:18]([Cl:22])=[CH:17][C:16]=1[NH:23][CH2:36][CH2:35][CH2:34][CH2:38][CH3:39])[C:2]1[CH:3]=[CH:4][CH:5]=[CH:6][CH:7]=1, predict the reactants needed to synthesize it. The reactants are: [CH2:1]([O:8][C:9](=[O:33])[C@@H:10]([NH:25][C:26]([O:28][C:29]([CH3:32])([CH3:31])[CH3:30])=[O:27])[CH2:11][CH2:12][C:13](=[O:24])[NH:14][C:15]1[CH:20]=[C:19]([Cl:21])[C:18]([Cl:22])=[CH:17][C:16]=1[NH2:23])[C:2]1[CH:7]=[CH:6][CH:5]=[CH:4][CH:3]=1.[CH:34](=O)[CH2:35][CH3:36].[C:38](O[BH-](OC(=O)C)OC(=O)C)(=O)[CH3:39].[Na+].[OH-].[Na+].